This data is from Full USPTO retrosynthesis dataset with 1.9M reactions from patents (1976-2016). The task is: Predict the reactants needed to synthesize the given product. (1) Given the product [C:20]1([C:21]2[C:28]3[C:33]([C:14]([C:11]4[CH:12]=[CH:13][C:8]([C:36]5[CH:35]=[CH:34][C:39]([C:36]6([C:6]7[CH:5]=[CH:13][CH:8]=[CH:9][CH:10]=7)[C:35]7[CH:27]=[CH:14][CH:11]=[CH:12][C:34]=7[C:16]7[C:37]6=[CH:38][CH:39]=[CH:20][CH:15]=7)=[CH:38][CH:37]=5)=[CH:9][CH:10]=4)=[C:27]4[C:22]=2[CH:23]=[CH:24][CH:25]=[CH:26]4)=[CH:32][CH:31]=[CH:30][CH:29]=3)[CH:15]=[CH:16][CH:17]=[CH:18][CH:19]=1, predict the reactants needed to synthesize it. The reactants are: C(O[CH2:5][CH3:6])(=O)C.Br[C:8]1[CH:13]=[CH:12][C:11]([C:14]2[C:15]3[C:20]([C:21]([C:28]4[CH:33]=[CH:32][CH:31]=[CH:30][CH:29]=4)=[C:22]4[C:27]=2[CH:26]=[CH:25][CH:24]=[CH:23]4)=[CH:19][CH:18]=[CH:17][CH:16]=3)=[CH:10][CH:9]=1.[CH3:34][CH2:35][CH2:36][CH2:37][CH2:38][CH3:39]. (2) The reactants are: [OH:1][CH2:2][C@@H:3]([NH:11][C:12]1[CH:17]=[CH:16][NH:15][C:14](=[O:18])[C:13]=1[C:19]1[NH:23][C:22]2[CH:24]=[C:25]([N:29]3[CH2:34][CH2:33][NH:32][CH2:31][CH2:30]3)[CH:26]=[C:27]([CH3:28])[C:21]=2[N:20]=1)[CH2:4][C:5]1[CH:10]=[CH:9][CH:8]=[CH:7][CH:6]=1.[CH3:35][OH:36]. Given the product [CH:3]([NH:11][C:35]([N:32]1[CH2:31][CH2:30][N:29]([C:25]2[CH:26]=[C:27]([CH3:28])[C:21]3[N:20]=[C:19]([C:13]4[C:14](=[O:18])[NH:15][CH:16]=[CH:17][C:12]=4[NH:11][C@H:3]([CH2:2][OH:1])[CH2:4][C:5]4[CH:6]=[CH:7][CH:8]=[CH:9][CH:10]=4)[NH:23][C:22]=3[CH:24]=2)[CH2:34][CH2:33]1)=[O:36])([CH3:4])[CH3:2], predict the reactants needed to synthesize it. (3) Given the product [CH3:27][C:28]1[C:36]([CH3:37])=[CH:35][CH:34]=[CH:33][C:29]=1[C:30]([NH:1][C:2]1[CH:7]=[CH:6][C:5]([N:8]2[C:14](=[O:15])[CH2:13][C:12](=[O:16])[NH:11][C:10]3[C:17]4[C:22]([CH:23]=[CH:24][C:9]2=3)=[CH:21][CH:20]=[CH:19][CH:18]=4)=[CH:4][C:3]=1[O:25][CH3:26])=[O:31], predict the reactants needed to synthesize it. The reactants are: [NH2:1][C:2]1[CH:7]=[CH:6][C:5]([N:8]2[C:14](=[O:15])[CH2:13][C:12](=[O:16])[NH:11][C:10]3[C:17]4[C:22]([CH:23]=[CH:24][C:9]2=3)=[CH:21][CH:20]=[CH:19][CH:18]=4)=[CH:4][C:3]=1[O:25][CH3:26].[CH3:27][C:28]1[C:36]([CH3:37])=[CH:35][CH:34]=[CH:33][C:29]=1[C:30](Cl)=[O:31]. (4) Given the product [NH2:15][C:10]1[CH:11]=[CH:12][CH:13]=[CH:14][C:9]=1[S:6]([NH:5][CH:1]1[CH2:4][CH2:3][CH2:2]1)(=[O:8])=[O:7], predict the reactants needed to synthesize it. The reactants are: [CH:1]1([NH:5][S:6]([C:9]2[CH:14]=[CH:13][CH:12]=[CH:11][C:10]=2[N+:15]([O-])=O)(=[O:8])=[O:7])[CH2:4][CH2:3][CH2:2]1. (5) Given the product [CH:30]([C@@H:32]1[CH:49]2[C@:44]([CH3:51])([CH2:45][CH2:46][C:47](=[O:50])[CH2:48]2)[C@@H:43]2[C@H:34]([C@H:35]3[C@@:39]([CH2:41][CH2:42]2)([CH3:40])[C:38](=[O:52])[CH2:37][CH2:36]3)[CH2:33]1)=[O:2], predict the reactants needed to synthesize it. The reactants are: C1COC23OCCOC2([C@]2(CC[C@H]4[C@@H](C[C@H](C=O)C5[C@]4(C)CCCC5)[C@@H]2C3)C)[O:2]1.[C:30]([C@@H:32]1[CH:49]2[C@:44]([CH3:51])([CH2:45][CH2:46][C:47](=[O:50])[CH2:48]2)[C@@H:43]2[C@H:34]([C@H:35]3[C@@:39]([CH2:41][CH2:42]2)([CH3:40])[C:38](=[O:52])[CH2:37][CH2:36]3)[CH2:33]1)#N. (6) Given the product [F:25][C:24]([F:27])([F:26])[C:10]1[N:9]=[C:8]([C:6]2[CH:5]=[CH:4][N:3]=[C:2]([C:32]3[CH:33]=[CH:34][C:29]([NH2:28])=[N:30][CH:31]=3)[N:7]=2)[N:13]=[C:12]([C:14]2[CH:19]=[CH:18][C:17]([C:20]([F:23])([F:22])[F:21])=[CH:16][CH:15]=2)[CH:11]=1, predict the reactants needed to synthesize it. The reactants are: Cl[C:2]1[N:7]=[C:6]([C:8]2[N:13]=[C:12]([C:14]3[CH:19]=[CH:18][C:17]([C:20]([F:23])([F:22])[F:21])=[CH:16][CH:15]=3)[CH:11]=[C:10]([C:24]([F:27])([F:26])[F:25])[N:9]=2)[CH:5]=[CH:4][N:3]=1.[NH2:28][C:29]1[CH:34]=[CH:33][C:32](B2OC(C)(C)C(C)(C)O2)=[CH:31][N:30]=1. (7) The reactants are: Cl[C:2]1[N:7]=[C:6]([CH2:8][CH2:9][C:10]2[CH:15]=[CH:14][CH:13]=[CH:12][C:11]=2[C:16]2([C:19]([NH2:21])=[O:20])[CH2:18][CH2:17]2)[C:5]([Cl:22])=[CH:4][N:3]=1.C([O-])([O-])=O.[Cs+].[Cs+].[NH2:29][C:30]1[CH:34]=[C:33]([CH3:35])[N:32](C(OC(C)(C)C)=O)[N:31]=1.NC1N(C(OC(C)(C)C)=O)N=C(C)C=1.CC1(C)C2C(=C(P(C3C=CC=CC=3)C3C=CC=CC=3)C=CC=2)OC2C(P(C3C=CC=CC=3)C3C=CC=CC=3)=CC=CC1=2.C(O)(C(F)(F)F)=O.C([O-])([O-])=O.[Na+].[Na+]. Given the product [Cl:22][C:5]1[C:6]([CH2:8][CH2:9][C:10]2[CH:15]=[CH:14][CH:13]=[CH:12][C:11]=2[C:16]2([C:19]([NH2:21])=[O:20])[CH2:18][CH2:17]2)=[N:7][C:2]([NH:29][C:30]2[CH:34]=[C:33]([CH3:35])[NH:32][N:31]=2)=[N:3][CH:4]=1, predict the reactants needed to synthesize it. (8) Given the product [Cl:1][C:2]1[C:3]([C:9]2[CH:10]=[C:11]([NH:12][CH2:13][CH:14]3[CH2:19][CH2:18][O:17][CH2:16][CH2:15]3)[CH:20]=[C:21]([F:23])[CH:22]=2)=[CH:4][C:5]([NH2:25])=[N:6][CH:7]=1, predict the reactants needed to synthesize it. The reactants are: [Cl:1][C:2]1[C:3]([C:9]2[CH:10]=[C:11]([CH:20]=[C:21]([F:23])[CH:22]=2)[NH:12][CH2:13][CH:14]2[CH2:19][CH2:18][O:17][CH2:16][CH2:15]2)=[CH:4][C:5](F)=[N:6][CH:7]=1.[OH-].[NH4+:25].